Dataset: Full USPTO retrosynthesis dataset with 1.9M reactions from patents (1976-2016). Task: Predict the reactants needed to synthesize the given product. (1) Given the product [CH3:40][C:24]([CH3:25])([CH3:26])[C:35]#[C:34][CH2:33][NH:32][C:27]([NH:17][C:3]1[CH:4]=[CH:5][CH:6]=[C:7]([B:8]2[O:12][C:11]([CH3:13])([CH3:14])[C:10]([CH3:16])([CH3:15])[O:9]2)[C:2]=1[CH3:1])=[O:28], predict the reactants needed to synthesize it. The reactants are: [CH3:1][C:2]1[C:7]([B:8]2[O:12][C:11]([CH3:14])([CH3:13])[C:10]([CH3:16])([CH3:15])[O:9]2)=[CH:6][CH:5]=[CH:4][C:3]=1[NH2:17].C(N([CH:24]([CH3:26])[CH3:25])CC)(C)C.[C:27](Cl)(Cl)=[O:28].C[N:32](C)[CH2:33][C:34]#[C:35]CC.Cl[CH2:40]Cl. (2) Given the product [CH3:39][C:38]([CH3:41])([CH3:40])[C:37]([O:43][CH2:44][N:15]1[C:14]([C:5]2[CH:6]=[CH:7][C:8]([O:9][C:10]([F:13])([F:11])[F:12])=[C:3]([Cl:2])[CH:4]=2)=[CH:18][S:17][C:16]1=[N:19][C:20](=[O:36])[CH2:21][C:22]1[C:30]2[C:29](=[O:31])[N:28]([CH3:32])[C:27](=[O:33])[N:26]([CH3:34])[C:25]=2[O:24][C:23]=1[CH3:35])=[O:42], predict the reactants needed to synthesize it. The reactants are: [Na].[Cl:2][C:3]1[CH:4]=[C:5]([C:14]2[N:15]=[C:16]([NH:19][C:20](=[O:36])[CH2:21][C:22]3[C:30]4[C:29](=[O:31])[N:28]([CH3:32])[C:27](=[O:33])[N:26]([CH3:34])[C:25]=4[O:24][C:23]=3[CH3:35])[S:17][CH:18]=2)[CH:6]=[CH:7][C:8]=1[O:9][C:10]([F:13])([F:12])[F:11].[C:37]([O:43][CH2:44]Cl)(=[O:42])[C:38]([CH3:41])([CH3:40])[CH3:39]. (3) Given the product [CH3:6][N:7]([CH3:34])[C:8]([C:10]1[C:22]2[CH2:23][CH2:24][CH:25]([C:26]3[CH:27]=[CH:28][CH:29]=[CH:30][CH:31]=3)[O:32][C:21]=2[C:13]2[N:14]=[C:15]([CH:18]([CH3:20])[CH3:19])[N:16]([CH3:17])[C:12]=2[CH:11]=1)=[O:9], predict the reactants needed to synthesize it. The reactants are: P(=O)(O)(O)O.[CH3:6][N:7]([CH3:34])[C:8]([C:10]1[C:22]([CH2:23][CH2:24][CH:25]([OH:32])[C:26]2[CH:31]=[CH:30][CH:29]=[CH:28][CH:27]=2)=[C:21](O)[C:13]2[N:14]=[C:15]([CH:18]([CH3:20])[CH3:19])[N:16]([CH3:17])[C:12]=2[CH:11]=1)=[O:9].[OH-].[Na+]. (4) Given the product [NH2:23][CH2:22][CH2:21][NH:24][C:16]([CH:14]1[CH2:13][CH2:12][C:10]2[N:11]=[C:7]([C:5]3[N:6]=[C:2]([CH3:1])[NH:3][CH:4]=3)[S:8][C:9]=2[CH2:15]1)=[O:18], predict the reactants needed to synthesize it. The reactants are: [CH3:1][C:2]1[NH:3][CH:4]=[C:5]([C:7]2[S:8][C:9]3[CH2:15][CH:14]([C:16]([O:18]CC)=O)[CH2:13][CH2:12][C:10]=3[N:11]=2)[N:6]=1.[CH2:21]([NH2:24])[CH2:22][NH2:23]. (5) Given the product [CH3:13][O:12][C:9]1[CH:10]=[C:11]2[C:6](=[CH:7][C:8]=1[O:14][CH3:15])[N:5]=[CH:4][CH:3]=[C:2]2[N:24]1[CH2:23][C:22]2[CH:28]=[C:18]([Br:17])[CH:19]=[CH:20][C:21]=2[O:27][CH2:26][CH2:25]1, predict the reactants needed to synthesize it. The reactants are: Cl[C:2]1[C:11]2[C:6](=[CH:7][C:8]([O:14][CH3:15])=[C:9]([O:12][CH3:13])[CH:10]=2)[N:5]=[CH:4][CH:3]=1.Cl.[Br:17][C:18]1[CH:19]=[CH:20][C:21]2[O:27][CH2:26][CH2:25][NH:24][CH2:23][C:22]=2[CH:28]=1.C(N(C(C)C)CC)(C)C.